From a dataset of Peptide-MHC class II binding affinity with 134,281 pairs from IEDB. Regression. Given a peptide amino acid sequence and an MHC pseudo amino acid sequence, predict their binding affinity value. This is MHC class II binding data. (1) The binding affinity (normalized) is 0.186. The peptide sequence is ALTEALRVIAGAFEV. The MHC is DRB1_0401 with pseudo-sequence DRB1_0401. (2) The peptide sequence is YIITPTNVSHIQSAVVSGRR. The MHC is HLA-DQA10101-DQB10501 with pseudo-sequence HLA-DQA10101-DQB10501. The binding affinity (normalized) is 0.348. (3) The peptide sequence is AANKQKQELDEISTN. The MHC is DRB1_0301 with pseudo-sequence DRB1_0301. The binding affinity (normalized) is 0.